Dataset: Catalyst prediction with 721,799 reactions and 888 catalyst types from USPTO. Task: Predict which catalyst facilitates the given reaction. (1) Product: [CH3:1][C:2]([CH3:34])([CH3:33])[C@H:3]([NH:8][C:9]([C:11]1[N:12]=[C:13]([C:27]2[CH:28]=[CH:29][CH:30]=[CH:31][CH:32]=2)[N:14]2[CH2:19][CH2:18][NH:17][CH2:16][C:15]=12)=[O:10])[C:4]([NH:6][CH3:7])=[O:5]. Reactant: [CH3:1][C:2]([CH3:34])([CH3:33])[C@H:3]([NH:8][C:9]([C:11]1[N:12]=[C:13]([C:27]2[CH:32]=[CH:31][CH:30]=[CH:29][CH:28]=2)[N:14]2[CH2:19][CH2:18][N:17](C(OC(C)(C)C)=O)[CH2:16][C:15]=12)=[O:10])[C:4]([NH:6][CH3:7])=[O:5].C(O)(C(F)(F)F)=O. The catalyst class is: 2. (2) Reactant: [Cl:1][C:2]1[CH:7]=[CH:6][C:5]([O:8][CH3:9])=[CH:4][C:3]=1I.[F:11][C:12]1[CH:13]=[C:14](B(O)O)[CH:15]=[CH:16][CH:17]=1.C(=O)([O-])[O-].[Na+].[Na+]. Product: [Cl:1][C:2]1[CH:7]=[CH:6][C:5]([O:8][CH3:9])=[CH:4][C:3]=1[C:16]1[CH:15]=[CH:14][CH:13]=[C:12]([F:11])[CH:17]=1. The catalyst class is: 12. (3) Reactant: C([O:3][C:4]([C:6]1[N:7]=[C:8]([CH2:11][O:12][C:13]2[CH:18]=[CH:17][C:16](I)=[CH:15][CH:14]=2)[S:9][CH:10]=1)=[O:5])C.O1CCOCC1.C(=O)([O-])[O-].[K+].[K+].[CH2:32]([O:39][C:40]1[CH:45]=[CH:44][CH:43]=[CH:42][C:41]=1B(O)O)[C:33]1[CH:38]=[CH:37][CH:36]=[CH:35][CH:34]=1. Product: [CH2:32]([O:39][C:40]1[CH:45]=[CH:44][CH:43]=[CH:42][C:41]=1[C:16]1[CH:15]=[CH:14][C:13]([O:12][CH2:11][C:8]2[S:9][CH:10]=[C:6]([C:4]([OH:3])=[O:5])[N:7]=2)=[CH:18][CH:17]=1)[C:33]1[CH:38]=[CH:37][CH:36]=[CH:35][CH:34]=1. The catalyst class is: 6. (4) Reactant: [N+:1]([C:4]1[CH:5]=[CH:6][C:7]([C:11]([F:14])([F:13])[F:12])=[C:8]([OH:10])[CH:9]=1)([O-])=O. Product: [NH2:1][C:4]1[CH:5]=[CH:6][C:7]([C:11]([F:12])([F:13])[F:14])=[C:8]([OH:10])[CH:9]=1. The catalyst class is: 129. (5) Reactant: Br[C:2]1[CH:3]=[CH:4][C:5]2[O:11][CH2:10][CH2:9][N:8]3[CH:12]=[C:13]([C:15]4[N:19]([CH:20]([CH3:22])[CH3:21])[N:18]=[C:17]([NH2:23])[N:16]=4)[N:14]=[C:7]3[C:6]=2[CH:24]=1.[C:25]1(B(O)O)[CH:30]=[CH:29][CH:28]=[CH:27][CH:26]=1.C([O-])([O-])=O.[Cs+].[Cs+].O. Product: [CH:20]([N:19]1[C:15]([C:13]2[N:14]=[C:7]3[C:6]4[CH:24]=[C:2]([C:25]5[CH:30]=[CH:29][CH:28]=[CH:27][CH:26]=5)[CH:3]=[CH:4][C:5]=4[O:11][CH2:10][CH2:9][N:8]3[CH:12]=2)=[N:16][C:17]([NH2:23])=[N:18]1)([CH3:22])[CH3:21]. The catalyst class is: 12. (6) Reactant: [C:1]([C:3]1[CH:4]=[C:5]2[N:11]=[C:10]([CH:12]([OH:32])[C:13]3[C:21]([O:22][CH3:23])=[CH:20][C:19]([CH3:24])=[C:18]4[C:14]=3[CH:15]=[CH:16][N:17]4[C:25]([O:27][C:28]([CH3:31])([CH3:30])[CH3:29])=[O:26])[N:9]([CH2:33][O:34][CH2:35][CH2:36][Si:37]([CH3:40])([CH3:39])[CH3:38])[C:6]2=[N:7][CH:8]=1)#[N:2]. Product: [C:1]([C:3]1[CH:4]=[C:5]2[N:11]=[C:10]([C:12]([C:13]3[C:21]([O:22][CH3:23])=[CH:20][C:19]([CH3:24])=[C:18]4[C:14]=3[CH:15]=[CH:16][N:17]4[C:25]([O:27][C:28]([CH3:29])([CH3:30])[CH3:31])=[O:26])=[O:32])[N:9]([CH2:33][O:34][CH2:35][CH2:36][Si:37]([CH3:38])([CH3:39])[CH3:40])[C:6]2=[N:7][CH:8]=1)#[N:2]. The catalyst class is: 177.